From a dataset of PAMPA (Parallel Artificial Membrane Permeability Assay) permeability data from NCATS. Regression/Classification. Given a drug SMILES string, predict its absorption, distribution, metabolism, or excretion properties. Task type varies by dataset: regression for continuous measurements (e.g., permeability, clearance, half-life) or binary classification for categorical outcomes (e.g., BBB penetration, CYP inhibition). Dataset: pampa_ncats. (1) The compound is CC1=CC=C(C=C1)C2=NC3=CC=CC=C3C(=N2)NCC(=O)NC4=CC=CC(=C4)C(=O)O. The result is 0 (low-to-moderate permeability). (2) The molecule is C1CCC2=C(CC1)SC3=NC=NC(=C23)NC(=O)C4=CC=CO4. The result is 1 (high permeability). (3) The drug is COC1=CC=CC=C1CNC2=CC=C(C=C2)N3CCCCC3. The result is 1 (high permeability). (4) The molecule is CCN1C2=C(C=CC(=C2)C(=O)NCC3=CC=C(C=C3)OC)S(=O)C4=CC=CC=C4C1=O. The result is 1 (high permeability). (5) The compound is COCCNC1=C2C(=NOC2=NC=N1)C3=CC=C(C=C3)F. The result is 1 (high permeability).